Dataset: Forward reaction prediction with 1.9M reactions from USPTO patents (1976-2016). Task: Predict the product of the given reaction. The product is: [F:67][C:56]1([C:53]2[CH:54]=[CH:55][C:50]([CH:16]3[CH2:17][CH2:18][CH2:19][CH:14]([NH:13][C@@H:11]([C:1]4[C:10]5[C:5](=[CH:6][CH:7]=[CH:8][CH:9]=5)[CH:4]=[CH:3][CH:2]=4)[CH3:12])[CH2:15]3)=[CH:51][CH:52]=2)[CH2:59][O:58][CH2:57]1. Given the reactants [C:1]1([CH:11]([NH:13][CH:14]2[CH2:19][CH2:18][CH2:17][CH:16](C3C=CC(C4(O)COC4)=CC=3)[CH2:15]2)[CH3:12])[C:10]2[C:5](=[CH:6][CH:7]=[CH:8][CH:9]=2)[CH:4]=[CH:3][CH:2]=1.C1([C@H](NC2CCCC([C:50]3[CH:55]=[CH:54][C:53]([C:56]4(O)[CH2:59][O:58][CH2:57]4)=[CH:52][CH:51]=3)C2)C)C2C(=CC=CC=2)C=CC=1.C(N(S(F)(F)[F:67])CC)C, predict the reaction product.